Dataset: Reaction yield outcomes from USPTO patents with 853,638 reactions. Task: Predict the reaction yield, written as a fraction of the theoretical maximum amount of product (1.0 means a 100% yield; for example, 0.34 means a 34% yield). (1) The reactants are [Cl:1][C:2]1[CH:7]=[CH:6][C:5]([CH:8]([C:10]2[CH:11]=[N:12][N:13]([CH3:15])[CH:14]=2)[NH2:9])=[CH:4][C:3]=1[F:16].CCN(C(C)C)C(C)C.[OH:26][CH2:27][C@@H:28]([NH:30][C:31]1[N:40]=[CH:39][C:38]2[C:33](=[CH:34][C:35]([C:41](O)=[O:42])=[CH:36][CH:37]=2)[N:32]=1)[CH3:29].CN(C(ON1N=NC2C=CC=CC1=2)=[N+](C)C)C.F[P-](F)(F)(F)(F)F. The catalyst is O.CN(C=O)C. The product is [Cl:1][C:2]1[CH:7]=[CH:6][C:5]([CH:8]([C:10]2[CH:11]=[N:12][N:13]([CH3:15])[CH:14]=2)[NH:9][C:41]([C:35]2[CH:34]=[C:33]3[C:38]([CH:39]=[N:40][C:31]([NH:30][C@@H:28]([CH3:29])[CH2:27][OH:26])=[N:32]3)=[CH:37][CH:36]=2)=[O:42])=[CH:4][C:3]=1[F:16]. The yield is 0.352. (2) The reactants are [CH3:1][N:2]1[CH:6]=[C:5]([C:7]2[C:12]3[C:13](=[O:16])[NH:14][CH2:15][C:11]=3[CH:10]=[C:9]([NH:17][C@@H:18]3[CH2:23][CH2:22][CH2:21][CH2:20][C@@H:19]3[NH:24][C:25](=[O:31])[O:26][C:27]([CH3:30])([CH3:29])[CH3:28])[N:8]=2)[CH:4]=[N:3]1.[B-](F)(F)(F)[F:33].[B-](F)(F)(F)F.C1[N+]2(CCl)CC[N+](F)(CC2)C1.CO.O. The catalyst is C(Cl)Cl. The product is [F:33][C:10]1[C:11]2[CH2:15][NH:14][C:13](=[O:16])[C:12]=2[C:7]([C:5]2[CH:4]=[N:3][N:2]([CH3:1])[CH:6]=2)=[N:8][C:9]=1[NH:17][C@@H:18]1[CH2:23][CH2:22][CH2:21][CH2:20][C@@H:19]1[NH:24][C:25](=[O:31])[O:26][C:27]([CH3:28])([CH3:30])[CH3:29]. The yield is 0.0960.